From a dataset of NCI-60 drug combinations with 297,098 pairs across 59 cell lines. Regression. Given two drug SMILES strings and cell line genomic features, predict the synergy score measuring deviation from expected non-interaction effect. (1) Drug 1: CCCCC(=O)OCC(=O)C1(CC(C2=C(C1)C(=C3C(=C2O)C(=O)C4=C(C3=O)C=CC=C4OC)O)OC5CC(C(C(O5)C)O)NC(=O)C(F)(F)F)O. Drug 2: CC1C(C(CC(O1)OC2CC(CC3=C2C(=C4C(=C3O)C(=O)C5=C(C4=O)C(=CC=C5)OC)O)(C(=O)CO)O)N)O.Cl. Cell line: HT29. Synergy scores: CSS=39.2, Synergy_ZIP=2.77, Synergy_Bliss=3.31, Synergy_Loewe=-2.05, Synergy_HSA=1.91. (2) Drug 1: CCC(=C(C1=CC=CC=C1)C2=CC=C(C=C2)OCCN(C)C)C3=CC=CC=C3.C(C(=O)O)C(CC(=O)O)(C(=O)O)O. Drug 2: CC12CCC3C(C1CCC2O)C(CC4=C3C=CC(=C4)O)CCCCCCCCCS(=O)CCCC(C(F)(F)F)(F)F. Cell line: SR. Synergy scores: CSS=10.7, Synergy_ZIP=-2.33, Synergy_Bliss=-0.911, Synergy_Loewe=9.02, Synergy_HSA=3.12.